This data is from Reaction yield outcomes from USPTO patents with 853,638 reactions. The task is: Predict the reaction yield, written as a fraction of the theoretical maximum amount of product (1.0 means a 100% yield; for example, 0.34 means a 34% yield). (1) The reactants are [CH3:1][C@@H:2]1[C@H:10]2[C@H:6]([N:7]([C:12]([O:14][C:15]([CH3:18])([CH3:17])[CH3:16])=[O:13])C(=O)[O:9]2)[CH:5]=[C:4]([C:19]2[CH:24]=[CH:23][N:22]=[CH:21][C:20]=2[N+:25]([O-:27])=[O:26])[CH2:3]1.[Li+].[OH-]. The product is [OH:9][C@@H:10]1[C@H:6]([NH:7][C:12](=[O:13])[O:14][C:15]([CH3:16])([CH3:17])[CH3:18])[CH:5]=[C:4]([C:19]2[CH:24]=[CH:23][N:22]=[CH:21][C:20]=2[N+:25]([O-:27])=[O:26])[CH2:3][C@@H:2]1[CH3:1]. The catalyst is C1COCC1.CCOC(C)=O.C([O-])(O)=O.[Na+]. The yield is 0.830. (2) The reactants are C(N(C(C)C)CC)(C)C.[CH:10]1([NH2:13])[CH2:12][CH2:11]1.[Br:14][C:15]1[N:16]=[C:17](Br)[C:18]2[N:19]([CH:21]=[CH:22][N:23]=2)[CH:20]=1. The catalyst is CC(O)C. The product is [Br:14][C:15]1[N:16]=[C:17]([NH:13][CH:10]2[CH2:12][CH2:11]2)[C:18]2[N:19]([CH:21]=[CH:22][N:23]=2)[CH:20]=1. The yield is 0.950. (3) The reactants are [CH2:1]([O:4][C:5]1[C:13]([O:14][CH3:15])=[C:12]([N+:16]([O-:18])=[O:17])[CH:11]=[CH:10][C:6]=1[C:7]([OH:9])=[O:8])[CH:2]=[CH2:3].C([O-])([O-])=O.[K+].[K+].[CH2:25](I)[CH:26]=[CH2:27].CCOC(C)=O. The catalyst is CN(C=O)C. The product is [CH2:1]([O:4][C:5]1[C:13]([O:14][CH3:15])=[C:12]([N+:16]([O-:18])=[O:17])[CH:11]=[CH:10][C:6]=1[C:7]([O:9][CH2:27][CH:26]=[CH2:25])=[O:8])[CH:2]=[CH2:3]. The yield is 0.870. (4) The reactants are [C:1]1([C:7]2[CH:8]=[C:9]3[C:13](=[CH:14][CH:15]=2)[NH:12][C:11](=[O:16])[CH2:10]3)[CH:6]=[CH:5][CH:4]=[CH:3][CH:2]=1.[CH2:17]([N:19]([CH2:34][CH3:35])[CH2:20][CH2:21][O:22][C:23]1[CH:24]=[C:25]2[C:29](=[CH:30][CH:31]=1)[NH:28][C:27]([CH:32]=O)=[CH:26]2)[CH3:18].N1CCCCC1. The catalyst is C(O)C. The product is [CH2:34]([N:19]([CH2:17][CH3:18])[CH2:20][CH2:21][O:22][C:23]1[CH:24]=[C:25]2[C:29](=[CH:30][CH:31]=1)[NH:28][C:27]([CH:32]=[C:10]1[C:9]3[C:13](=[CH:14][CH:15]=[C:7]([C:1]4[CH:2]=[CH:3][CH:4]=[CH:5][CH:6]=4)[CH:8]=3)[NH:12][C:11]1=[O:16])=[CH:26]2)[CH3:35]. The yield is 0.540. (5) The reactants are CC1[O:11][C:10]2[C:9]3[CH:12]=[CH:13][CH:14]=[CH:15][C:8]=3NCCC=2N=1.S(Cl)(Cl)=O.C([N:22]([CH2:25][CH3:26])CC)C.[CH2:27]([N:34]1[C:43]2[C:42]3[CH:44]=[CH:45][CH:46]=[CH:47][C:41]=3[NH:40][CH2:39][CH2:38][C:37]=2[N:36]=[C:35]1[CH3:48])[C:28]1[CH:33]=[CH:32][CH:31]=[CH:30][CH:29]=1. The catalyst is C1(C)C=CC=CC=1. The product is [CH2:27]([N:34]1[C:43]2[C:42]3[CH:44]=[CH:45][CH:46]=[CH:47][C:41]=3[N:40]([C:10]([C:9]3[CH:12]=[CH:13][C:26]([C:25]#[N:22])=[C:15]([CH3:14])[CH:8]=3)=[O:11])[CH2:39][CH2:38][C:37]=2[N:36]=[C:35]1[CH3:48])[C:28]1[CH:29]=[CH:30][CH:31]=[CH:32][CH:33]=1. The yield is 0.560.